This data is from Reaction yield outcomes from USPTO patents with 853,638 reactions. The task is: Predict the reaction yield, written as a fraction of the theoretical maximum amount of product (1.0 means a 100% yield; for example, 0.34 means a 34% yield). (1) The reactants are [Cl:1][C:2]1[C:7](I)=[C:6]([CH3:9])[N:5]=[C:4]([NH2:10])[N:3]=1.[CH3:11][N:12](C=O)C. The catalyst is [C-]#N.[Zn+2].[C-]#N.C1C=CC([P]([Pd]([P](C2C=CC=CC=2)(C2C=CC=CC=2)C2C=CC=CC=2)([P](C2C=CC=CC=2)(C2C=CC=CC=2)C2C=CC=CC=2)[P](C2C=CC=CC=2)(C2C=CC=CC=2)C2C=CC=CC=2)(C2C=CC=CC=2)C2C=CC=CC=2)=CC=1. The product is [NH2:10][C:4]1[N:3]=[C:2]([Cl:1])[C:7]([C:11]#[N:12])=[C:6]([CH3:9])[N:5]=1. The yield is 0.0500. (2) The reactants are I[C:2]1[CH:7]=[CH:6][CH:5]=[CH:4][CH:3]=1.[C:8]1([C:14]#[CH:15])[CH:13]=[CH:12][CH:11]=[CH:10][CH:9]=1.C(=O)([O-])[O-].[K+].[K+]. The catalyst is C(O)C. The product is [C:2]1([C:15]#[C:14][C:8]2[CH:13]=[CH:12][CH:11]=[CH:10][CH:9]=2)[CH:7]=[CH:6][CH:5]=[CH:4][CH:3]=1. The yield is 0.150. (3) The reactants are [Br:1][C:2]1[CH:3]=[C:4]([CH2:10][CH2:11][C:12]([N:14]([CH3:16])[CH3:15])=O)[C:5]([O:8][CH3:9])=[N:6][CH:7]=1.B.O1CCCC1. The catalyst is C1COCC1. The product is [Br:1][C:2]1[CH:3]=[C:4]([CH2:10][CH2:11][CH2:12][N:14]([CH3:16])[CH3:15])[C:5]([O:8][CH3:9])=[N:6][CH:7]=1. The yield is 0.400. (4) The reactants are C1COCC1.[C:6]([NH:10][S:11]([C:14]1[S:15][C:16]([Cl:19])=[CH:17][CH:18]=1)(=[O:13])=[O:12])([CH3:9])([CH3:8])[CH3:7].C([Li])CCC.C1(S(N(S(C2C=CC=CC=2)(=O)=O)[F:35])(=O)=O)C=CC=CC=1. The catalyst is CCCCCC. The product is [C:6]([NH:10][S:11]([C:14]1[S:15][C:16]([Cl:19])=[CH:17][C:18]=1[F:35])(=[O:12])=[O:13])([CH3:9])([CH3:7])[CH3:8]. The yield is 1.00. (5) The reactants are [F:1][CH:2]([F:16])[O:3][C:4]1[CH:5]=[C:6]([CH:9]=[CH:10][C:11]=1[O:12][CH:13]([F:15])[F:14])[CH:7]=[O:8].[C-:17]#[N:18].[K+].OS([O-])=O.[Na+]. The catalyst is C(OCC)(=O)C.O. The product is [F:1][CH:2]([F:16])[O:3][C:4]1[CH:5]=[C:6]([CH:7]([OH:8])[C:17]#[N:18])[CH:9]=[CH:10][C:11]=1[O:12][CH:13]([F:15])[F:14]. The yield is 0.720. (6) The reactants are C(OC([N:8]1[CH2:13][CH2:12][N:11]([CH2:14][CH2:15][CH2:16][O:17][C:18]2[CH:23]=[CH:22][C:21]([C:24]([N:26]3[CH2:35][CH2:34][C:33]4[N:32]=[C:31]([CH3:36])[N:30]([CH2:37][C:38]5[CH:43]=[CH:42][CH:41]=[CH:40][CH:39]=5)[C:29]=4[C:28]4[CH:44]=[CH:45][CH:46]=[CH:47][C:27]3=4)=[O:25])=[CH:20][C:19]=2[F:48])[CH2:10][CH2:9]1)=O)(C)(C)C.[ClH:49]. The catalyst is CO.O1CCOCC1. The product is [ClH:49].[ClH:49].[CH2:37]([N:30]1[C:29]2[C:28]3[CH:44]=[CH:45][CH:46]=[CH:47][C:27]=3[N:26]([C:24]([C:21]3[CH:22]=[CH:23][C:18]([O:17][CH2:16][CH2:15][CH2:14][N:11]4[CH2:12][CH2:13][NH:8][CH2:9][CH2:10]4)=[C:19]([F:48])[CH:20]=3)=[O:25])[CH2:35][CH2:34][C:33]=2[N:32]=[C:31]1[CH3:36])[C:38]1[CH:43]=[CH:42][CH:41]=[CH:40][CH:39]=1. The yield is 1.00. (7) The reactants are [CH3:1][O:2][C:3]([C:5]1([CH2:11][C:12]([OH:14])=O)[CH2:10][CH2:9][O:8][CH2:7][CH2:6]1)=[O:4].S(Cl)([Cl:17])=O. No catalyst specified. The product is [Cl:17][C:12](=[O:14])[CH2:11][C:5]1([C:3]([O:2][CH3:1])=[O:4])[CH2:10][CH2:9][O:8][CH2:7][CH2:6]1. The yield is 0.990. (8) The yield is 0.980. The product is [CH3:18][O:17][C:13]1[CH:12]=[C:11]([N:9]([CH3:10])[C:7]([C:5]2[S:6][C:2]([C:25]3[CH:24]=[CH:23][CH:22]=[C:21]([O:20][CH3:19])[CH:26]=3)=[CH:3][CH:4]=2)=[O:8])[CH:16]=[CH:15][CH:14]=1. The catalyst is [Pd].C1(P(C2C=CC=CC=2)C2C=CC=CC=2)C=CC=CC=1.C1(P(C2C=CC=CC=2)C2C=CC=CC=2)C=CC=CC=1.C1(P(C2C=CC=CC=2)C2C=CC=CC=2)C=CC=CC=1.C1(P(C2C=CC=CC=2)C2C=CC=CC=2)C=CC=CC=1. The reactants are Br[C:2]1[S:6][C:5]([C:7]([N:9]([C:11]2[CH:16]=[CH:15][CH:14]=[C:13]([O:17][CH3:18])[CH:12]=2)[CH3:10])=[O:8])=[CH:4][CH:3]=1.[CH3:19][O:20][C:21]1[CH:22]=[C:23](B(O)O)[CH:24]=[CH:25][CH:26]=1. (9) The product is [I:13][C:7]1[CH:6]=[C:5]([CH:3]2[CH2:2][N:1]([CH:16]3[CH2:17][O:14][CH2:15]3)[CH2:4]2)[N:9]([CH:10]([CH3:11])[CH3:12])[N:8]=1. The catalyst is CO.C(O)(=O)C.O. The reactants are [NH:1]1[CH2:4][CH:3]([C:5]2[N:9]([CH:10]([CH3:12])[CH3:11])[N:8]=[C:7]([I:13])[CH:6]=2)[CH2:2]1.[O:14]1[CH2:17][C:16](=O)[CH2:15]1.C([BH3-])#N.[Na+]. The yield is 0.530.